Task: Predict the reactants needed to synthesize the given product.. Dataset: Full USPTO retrosynthesis dataset with 1.9M reactions from patents (1976-2016) (1) Given the product [NH:11]([C:20]([O:22][C:23]([CH3:25])([CH3:24])[CH3:26])=[O:21])[C@H:12]([C:17]([N:6]1[CH2:7][CH2:8][CH2:9][C@H:5]1[C:4]([O:3][CH3:2])=[O:10])=[O:18])[CH2:13][CH:14]([CH3:16])[CH3:15], predict the reactants needed to synthesize it. The reactants are: Cl.[CH3:2][O:3][C:4](=[O:10])[C@@H:5]1[CH2:9][CH2:8][CH2:7][NH:6]1.[NH:11]([C:20]([O:22][C:23]([CH3:26])([CH3:25])[CH3:24])=[O:21])[C@H:12]([C:17](O)=[O:18])[CH2:13][CH:14]([CH3:16])[CH3:15].F[P-](F)(F)(F)(F)F.N1(O[P+](N(C)C)(N(C)C)N(C)C)C2C=CC=CC=2N=N1.CCN(C(C)C)C(C)C. (2) The reactants are: [CH3:1][C:2]([Si:5](Cl)([CH3:7])[CH3:6])([CH3:4])[CH3:3].[CH3:9][O:10][C:11]1[CH:36]=[CH:35][C:14]([CH2:15][O:16][CH2:17][C@H:18]([CH3:34])[C@H:19]([O:26][Si:27]([C:30]([CH3:33])([CH3:32])[CH3:31])([CH3:29])[CH3:28])[C@@H:20]([CH3:25])[CH2:21][CH2:22][CH2:23][OH:24])=[CH:13][CH:12]=1.N1C=CN=C1. Given the product [Si:27]([O:26][C@H:19]([C@@H:20]([CH3:25])[CH2:21][CH2:22][CH2:23][O:24][Si:5]([C:2]([CH3:4])([CH3:3])[CH3:1])([CH3:7])[CH3:6])[C@@H:18]([CH3:34])[CH2:17][O:16][CH2:15][C:14]1[CH:13]=[CH:12][C:11]([O:10][CH3:9])=[CH:36][CH:35]=1)([C:30]([CH3:31])([CH3:33])[CH3:32])([CH3:29])[CH3:28], predict the reactants needed to synthesize it. (3) Given the product [OH:24][C:13]1([C:16]2[CH:17]=[N:18][C:19]([O:22][CH3:23])=[CH:20][CH:21]=2)[CH2:14][CH2:15][CH:10]([N:8]2[CH2:9][CH:6]([NH:5][C:3]([CH2:2][NH:1][C:25]([C:26]3[CH:34]=[CH:33][C:32]4[O:31][CH2:30][O:29][C:28]=4[CH:27]=3)=[O:35])=[O:4])[CH2:7]2)[CH2:11][CH2:12]1, predict the reactants needed to synthesize it. The reactants are: [NH2:1][CH2:2][C:3]([NH:5][CH:6]1[CH2:9][N:8]([CH:10]2[CH2:15][CH2:14][C:13]([OH:24])([C:16]3[CH:17]=[N:18][C:19]([O:22][CH3:23])=[CH:20][CH:21]=3)[CH2:12][CH2:11]2)[CH2:7]1)=[O:4].[C:25](Cl)(=[O:35])[C:26]1[CH:34]=[CH:33][C:32]2[O:31][CH2:30][O:29][C:28]=2[CH:27]=1. (4) The reactants are: [NH:1](C(OCC1C2C(=CC=CC=2)C2C1=CC=CC=2)=O)[C@H:2]([C:11]([NH:13][C@H:14]([C:36]([O:38][C:39]([CH3:42])([CH3:41])[CH3:40])=[O:37])[CH2:15][S:16][C:17]([C:30]1[CH:35]=[CH:34][CH:33]=[CH:32][CH:31]=1)([C:24]1[CH:29]=[CH:28][CH:27]=[CH:26][CH:25]=1)[C:18]1[CH:23]=[CH:22][CH:21]=[CH:20][CH:19]=1)=[O:12])[CH2:3][NH:4][C:5]([O:7][CH2:8][CH:9]=[CH2:10])=[O:6].C(NCC)C. Given the product [NH2:1][C@H:2]([C:11]([NH:13][C@H:14]([C:36]([O:38][C:39]([CH3:42])([CH3:41])[CH3:40])=[O:37])[CH2:15][S:16][C:17]([C:24]1[CH:25]=[CH:26][CH:27]=[CH:28][CH:29]=1)([C:30]1[CH:35]=[CH:34][CH:33]=[CH:32][CH:31]=1)[C:18]1[CH:19]=[CH:20][CH:21]=[CH:22][CH:23]=1)=[O:12])[CH2:3][NH:4][C:5]([O:7][CH2:8][CH:9]=[CH2:10])=[O:6], predict the reactants needed to synthesize it. (5) The reactants are: Br[C:2]1[CH:7]=[N:6][CH:5]=[C:4]2[S:8][C:9]([C:11]3[NH:15][N:14]=[N:13][N:12]=3)=[CH:10][C:3]=12.[C:16]1(B(O)O)[C:27]2[C:26]3[C:21](=[CH:22][CH:23]=[CH:24][CH:25]=3)[C:20]=2[CH:19]=[CH:18][CH:17]=1.C(=O)([O-])[O-].[Cs+].[Cs+]. Given the product [C:19]1([C:2]2[CH:7]=[N:6][CH:5]=[C:4]3[S:8][C:9]([C:11]4[NH:15][N:14]=[N:13][N:12]=4)=[CH:10][C:3]=23)[C:20]2[C:21]3[C:26](=[CH:25][CH:24]=[CH:23][CH:22]=3)[C:27]=2[CH:16]=[CH:17][CH:18]=1, predict the reactants needed to synthesize it. (6) Given the product [Br:16][C:11]1[CH:12]=[CH:13][CH:14]=[CH:15][C:10]=1[NH:9][N:8]=[C:5]([C:6]#[N:7])[C:4]([NH:19][CH3:18])=[O:17], predict the reactants needed to synthesize it. The reactants are: C(O[C:4](=[O:17])[C:5](=[N:8][NH:9][C:10]1[CH:15]=[CH:14][CH:13]=[CH:12][C:11]=1[Br:16])[C:6]#[N:7])C.[CH3:18][NH2:19].